This data is from Forward reaction prediction with 1.9M reactions from USPTO patents (1976-2016). The task is: Predict the product of the given reaction. (1) Given the reactants [Cl:1][C:2]1[C:7]([C:8]#[N:9])=[CH:6][CH:5]=[C:4]([C:10]([CH3:13])([CH3:12])[CH3:11])[N:3]=1.[C:14]1(N)[CH:19]=[CH:18][CH:17]=[CH:16][C:15]=1[NH2:20].O.C1(C)C=CC(S(O)(=O)=O)=CC=1, predict the reaction product. The product is: [Cl:1][C:2]1[C:7]([C:8]2[NH:20][C:15]3[CH:16]=[CH:17][CH:18]=[CH:19][C:14]=3[N:9]=2)=[CH:6][CH:5]=[C:4]([C:10]([CH3:13])([CH3:12])[CH3:11])[N:3]=1. (2) The product is: [Cl:8][C:9]1[N:14]=[C:13]([NH:7][CH2:1][C@@H:2]2[CH2:3][CH2:4][CH2:5][O:6]2)[C:12]([Cl:16])=[CH:11][N:10]=1. Given the reactants [CH2:1]([NH2:7])[C@H:2]1[O:6][CH2:5][CH2:4][CH2:3]1.[Cl:8][C:9]1[N:14]=[C:13](Cl)[C:12]([Cl:16])=[CH:11][N:10]=1.C(N(CC)CC)C, predict the reaction product. (3) Given the reactants [CH3:1][N:2]1[C@H:14]2[C@H:5]([CH2:6][CH2:7][C:8]3[CH:9]=[CH:10][N:11]=[CH:12][C:13]=32)[CH2:4][CH2:3]1.[I:15][CH2:16][CH2:17][CH2:18][CH2:19][CH2:20][CH2:21][CH2:22][CH3:23], predict the reaction product. The product is: [I-:15].[CH3:1][N:2]1[C@H:14]2[C@H:5]([CH2:6][CH2:7][C:8]3[CH:9]=[CH:10][N+:11]([CH2:16][CH2:17][CH2:18][CH2:19][CH2:20][CH2:21][CH2:22][CH3:23])=[CH:12][C:13]=32)[CH2:4][CH2:3]1.